This data is from Catalyst prediction with 721,799 reactions and 888 catalyst types from USPTO. The task is: Predict which catalyst facilitates the given reaction. (1) Reactant: C[Mg]Cl.Cl[C:5]1[C:10]([N:11]=[C:12]=[S:13])=[CH:9][CH:8]=[C:7]([Cl:14])[N:6]=1.[C:15](=O)([O-])[O-].[Na+].[Na+].O. Product: [Cl:14][C:7]1[N:6]=[C:5]2[S:13][C:12]([CH3:15])=[N:11][C:10]2=[CH:9][CH:8]=1. The catalyst class is: 118. (2) Reactant: [CH2:1]([C:8]1[C:13](=[O:14])[N:12]2[CH2:15][CH2:16][CH2:17][CH2:18][C:11]2=[N:10][C:9]=1[CH:19]([N:22]([C:34](=[O:42])[C:35]1[CH:40]=[CH:39][C:38]([Br:41])=[CH:37][CH:36]=1)[CH2:23][CH2:24][CH2:25][NH:26]C(=O)OC(C)(C)C)[CH2:20][CH3:21])[C:2]1[CH:7]=[CH:6][CH:5]=[CH:4][CH:3]=1. Product: [NH2:26][CH2:25][CH2:24][CH2:23][N:22]([CH:19]([C:9]1[N:10]=[C:11]2[CH2:18][CH2:17][CH2:16][CH2:15][N:12]2[C:13](=[O:14])[C:8]=1[CH2:1][C:2]1[CH:7]=[CH:6][CH:5]=[CH:4][CH:3]=1)[CH2:20][CH3:21])[C:34](=[O:42])[C:35]1[CH:40]=[CH:39][C:38]([Br:41])=[CH:37][CH:36]=1. The catalyst class is: 617. (3) Reactant: Cl[C:2]1[N:7]=[N:6][C:5]([NH2:8])=[CH:4][CH:3]=1.CC1(C)C(C)(C)OB([C:17]2[CH:26]=[CH:25][C:20]([C:21]([O:23][CH3:24])=[O:22])=[CH:19][CH:18]=2)O1.CC(C1C=C(C(C)C)C(C2C=CC=CC=2P(C2CCCCC2)C2CCCCC2)=C(C(C)C)C=1)C.C([O-])([O-])=O.[Na+].[Na+]. Product: [NH2:8][C:5]1[N:6]=[N:7][C:2]([C:17]2[CH:26]=[CH:25][C:20]([C:21]([O:23][CH3:24])=[O:22])=[CH:19][CH:18]=2)=[CH:3][CH:4]=1. The catalyst class is: 333. (4) The catalyst class is: 19. Reactant: C([O:8][C:9](=[O:42])[C@@H:10]([CH2:34][CH2:35][C:36]1[CH:41]=[CH:40][CH:39]=[CH:38][CH:37]=1)[NH:11][C:12](=[O:33])[C@H:13]([CH2:29][CH2:30][CH2:31][NH2:32])[N:14]([C:22]([O:24][C:25]([CH3:28])([CH3:27])[CH3:26])=[O:23])[C:15]([O:17][C:18]([CH3:21])([CH3:20])[CH3:19])=[O:16])C1C=CC=CC=1.[H][H]. Product: [C:15]([N:14]([C:22]([O:24][C:25]([CH3:28])([CH3:27])[CH3:26])=[O:23])[C@H:13]([C:12]([NH:11][C@@H:10]([C:9]([OH:42])=[O:8])[CH2:34][CH2:35][C:36]1[CH:41]=[CH:40][CH:39]=[CH:38][CH:37]=1)=[O:33])[CH2:29][CH2:30][CH2:31][NH2:32])([O:17][C:18]([CH3:20])([CH3:19])[CH3:21])=[O:16]. (5) Reactant: [N:1]12[CH2:8][CH2:7][CH:4]([CH2:5][CH2:6]1)[C@@H:3]([OH:9])[CH2:2]2.[H-].[Na+].[N:12]([C:15]([C:18]1[CH:23]=[CH:22][CH:21]=[C:20]([C:24]([CH3:26])=[CH2:25])[CH:19]=1)([CH3:17])[CH3:16])=[C:13]=[O:14]. Product: [CH2:25]=[C:24]([C:20]1[CH:19]=[C:18]([C:15]([NH:12][C:13](=[O:14])[O:9][C@@H:3]2[CH:4]3[CH2:7][CH2:8][N:1]([CH2:6][CH2:5]3)[CH2:2]2)([CH3:17])[CH3:16])[CH:23]=[CH:22][CH:21]=1)[CH3:26]. The catalyst class is: 1. (6) Reactant: C[O:2][C:3]([C:5]1[NH:16][C:8]2=[N:9][CH:10]=[C:11]([N+:13]([O-:15])=[O:14])[CH:12]=[C:7]2[CH:6]=1)=[O:4].[OH-].[K+].Cl. Product: [N+:13]([C:11]1[CH:12]=[C:7]2[CH:6]=[C:5]([C:3]([OH:4])=[O:2])[NH:16][C:8]2=[N:9][CH:10]=1)([O-:15])=[O:14]. The catalyst class is: 24.